Task: Predict the reactants needed to synthesize the given product.. Dataset: Full USPTO retrosynthesis dataset with 1.9M reactions from patents (1976-2016) (1) Given the product [O:1]1[C:6]2[CH:7]=[CH:8][CH:9]=[C:10]([N:11]3[CH2:16][CH2:15][N:14]([CH2:17][CH:18]4[CH2:27][CH2:26][C:25]5[C:20](=[CH:21][CH:22]=[CH:23][CH:24]=5)[N:19]4[C:31](=[O:32])[CH2:30][C:29]([F:35])([F:34])[F:28])[CH2:13][CH2:12]3)[C:5]=2[O:4][CH2:3][CH2:2]1, predict the reactants needed to synthesize it. The reactants are: [O:1]1[C:6]2[CH:7]=[CH:8][CH:9]=[C:10]([N:11]3[CH2:16][CH2:15][N:14]([CH2:17][CH:18]4[CH2:27][CH2:26][C:25]5[C:20](=[CH:21][CH:22]=[CH:23][CH:24]=5)[NH:19]4)[CH2:13][CH2:12]3)[C:5]=2[O:4][CH2:3][CH2:2]1.[F:28][C:29]([F:35])([F:34])[CH2:30][C:31](Cl)=[O:32]. (2) Given the product [C:18]1([CH2:24][C:25]([NH:2][CH:3]([C:8]2[CH:16]=[CH:15][C:11]3[O:12][CH2:13][O:14][C:10]=3[CH:9]=2)[CH2:4][C:5]([OH:7])=[O:6])=[O:26])[CH:23]=[CH:22][CH:21]=[CH:20][CH:19]=1, predict the reactants needed to synthesize it. The reactants are: Cl.[NH2:2][CH:3]([C:8]1[CH:16]=[CH:15][C:11]2[O:12][CH2:13][O:14][C:10]=2[CH:9]=1)[CH2:4][C:5]([OH:7])=[O:6].O.[C:18]1([CH2:24][C:25](Cl)=[O:26])[CH:23]=[CH:22][CH:21]=[CH:20][CH:19]=1. (3) Given the product [S:51]1[C:47]([C:2]2[S:3][C:4]3[C:12]([CH:13]=2)=[C:11]([C:14]#[C:15][Si:16]([CH:23]([CH3:25])[CH3:24])([CH:20]([CH3:22])[CH3:21])[CH:17]([CH3:19])[CH3:18])[C:10]2[S:9][C:8]([C:47]4[S:51][C:50]5[CH:52]=[CH:53][S:54][C:49]=5[CH:48]=4)=[CH:7][C:6]=2[C:5]=3[C:27]#[C:28][Si:29]([CH:36]([CH3:38])[CH3:37])([CH:33]([CH3:35])[CH3:34])[CH:30]([CH3:32])[CH3:31])=[CH:48][C:49]2[S:54][CH:53]=[CH:52][C:50]1=2, predict the reactants needed to synthesize it. The reactants are: Br[C:2]1[S:3][C:4]2[C:12]([CH:13]=1)=[C:11]([C:14]#[C:15][Si:16]([CH:23]([CH3:25])[CH3:24])([CH:20]([CH3:22])[CH3:21])[CH:17]([CH3:19])[CH3:18])[C:10]1[S:9][C:8](Br)=[CH:7][C:6]=1[C:5]=2[C:27]#[C:28][Si:29]([CH:36]([CH3:38])[CH3:37])([CH:33]([CH3:35])[CH3:34])[CH:30]([CH3:32])[CH3:31].CC1(C)C(C)(C)OB([C:47]2[S:51][C:50]3[CH:52]=[CH:53][S:54][C:49]=3[CH:48]=2)O1.C(=O)([O-])[O-].[K+].[K+].